From a dataset of Full USPTO retrosynthesis dataset with 1.9M reactions from patents (1976-2016). Predict the reactants needed to synthesize the given product. Given the product [Cl:11][C:10]1[N:9]([CH2:12][CH2:13][O:14][CH2:15][CH2:16][O:17][CH3:18])[N:8]=[CH:7][C:6]=1[C:4]([OH:5])=[O:3], predict the reactants needed to synthesize it. The reactants are: C([O:3][C:4]([C:6]1[CH:7]=[N:8][N:9]([CH2:12][CH2:13][O:14][CH2:15][CH2:16][O:17][CH3:18])[C:10]=1[Cl:11])=[O:5])C.[OH-].[Li+].